The task is: Predict the product of the given reaction.. This data is from Forward reaction prediction with 1.9M reactions from USPTO patents (1976-2016). (1) Given the reactants [F:1][C:2]([F:12])([F:11])[C:3]1[CH:10]=[CH:9][C:6]([CH2:7][NH2:8])=[CH:5][CH:4]=1.CCN(CC)CC.C([O:22][C:23](=[O:43])[CH2:24][O:25][C:26]1[CH:31]=[CH:30][C:29]([O:32][C:33]2[CH:38]=[CH:37][CH:36]=[C:35]([C:39](Cl)=[O:40])[CH:34]=2)=[CH:28][C:27]=1[CH3:42])C.[OH-].[Na+], predict the reaction product. The product is: [CH3:42][C:27]1[CH:28]=[C:29]([O:32][C:33]2[CH:38]=[CH:37][CH:36]=[C:35]([C:39](=[O:40])[NH:8][CH2:7][C:6]3[CH:9]=[CH:10][C:3]([C:2]([F:11])([F:12])[F:1])=[CH:4][CH:5]=3)[CH:34]=2)[CH:30]=[CH:31][C:26]=1[O:25][CH2:24][C:23]([OH:43])=[O:22]. (2) The product is: [NH2:1][C@@H:4]1[CH2:9][C@@H:8]([CH2:10][CH2:11][CH2:12][CH:13]=[CH2:14])[O:7][C@:6]([C@@H:17]2[CH2:21][S:20][C:19](=[O:22])[N:18]2[CH2:23][C:24]2[CH:29]=[CH:28][C:27]([O:30][CH3:31])=[CH:26][CH:25]=2)([O:15][CH3:16])[CH2:5]1. Given the reactants [N:1]([C@@H:4]1[CH2:9][C@@H:8]([CH2:10][CH2:11][CH2:12][CH:13]=[CH2:14])[O:7][C@:6]([C@@H:17]2[CH2:21][S:20][C:19](=[O:22])[N:18]2[CH2:23][C:24]2[CH:29]=[CH:28][C:27]([O:30][CH3:31])=[CH:26][CH:25]=2)([O:15][CH3:16])[CH2:5]1)=[N+]=[N-].[NH4+].[Cl-], predict the reaction product. (3) The product is: [F:1][C:2]1[CH:7]=[C:6]([F:8])[CH:5]=[CH:4][C:3]=1[S:9]([NH:12][C:13]1[CH:14]=[C:15]([C:21]2[CH:29]=[C:28]3[C:24]([CH:25]=[N:26][NH:27]3)=[C:23]([NH:40][C:41]([C:43]3[N:44]=[C:45]([CH2:48][N:49]4[CH2:50][C@H:51]([CH3:56])[O:52][C@H:53]([CH3:55])[CH2:54]4)[S:46][CH:47]=3)=[O:42])[CH:22]=2)[CH:16]=[N:17][C:18]=1[O:19][CH3:20])(=[O:10])=[O:11]. Given the reactants [F:1][C:2]1[CH:7]=[C:6]([F:8])[CH:5]=[CH:4][C:3]=1[S:9]([NH:12][C:13]1[CH:14]=[C:15]([C:21]2[CH:29]=[C:28]3[C:24]([CH:25]=[N:26][N:27]3S(C3C=CC(C)=CC=3)(=O)=O)=[C:23]([NH:40][C:41]([C:43]3[N:44]=[C:45]([CH2:48][N:49]4[CH2:54][C@H:53]([CH3:55])[O:52][C@H:51]([CH3:56])[CH2:50]4)[S:46][CH:47]=3)=[O:42])[CH:22]=2)[CH:16]=[N:17][C:18]=1[O:19][CH3:20])(=[O:11])=[O:10].[OH-].[Na+], predict the reaction product. (4) Given the reactants [NH2:1][OH:2].Cl.C([O-])(O)=O.[Na+].[Cl:9][C:10]1[CH:11]=[C:12]([C:16]2[C:17]3[N:26]([CH2:27][C@H:28]4[CH2:33][CH2:32][C@H:31]([CH3:34])[CH2:30][CH2:29]4)[CH:25]=[CH:24][C:18]=3[N:19]=[C:20]([C:22]#[N:23])[N:21]=2)[CH:13]=[CH:14][CH:15]=1, predict the reaction product. The product is: [Cl:9][C:10]1[CH:11]=[C:12]([C:16]2[C:17]3[N:26]([CH2:27][C@H:28]4[CH2:33][CH2:32][C@H:31]([CH3:34])[CH2:30][CH2:29]4)[CH:25]=[CH:24][C:18]=3[N:19]=[C:20]([C:22](=[N:1][OH:2])[NH2:23])[N:21]=2)[CH:13]=[CH:14][CH:15]=1. (5) Given the reactants [NH:1]1[CH2:6][CH2:5][CH2:4][C@@H:3]([NH:7]C(=O)OC(C)(C)C)[CH2:2]1.Br[C:16]1[C:17](=[O:24])[N:18]([CH3:23])[CH:19]=[C:20](Br)[N:21]=1.Cl[C:26]1[N:31]=[CH:30][C:29]2[CH:32]=[N:33][NH:34][C:28]=2[CH:27]=1.[CH3:35][N:36]1[CH:40]=[C:39](B2OC(C)(C)C(C)(C)O2)[CH:38]=[N:37]1, predict the reaction product. The product is: [NH2:7][C@@H:3]1[CH2:4][CH2:5][CH2:6][N:1]([C:16]2[C:17](=[O:24])[N:18]([CH3:23])[CH:19]=[C:20]([N:34]3[C:28]4[CH:27]=[C:26]([C:39]5[CH:38]=[N:37][N:36]([CH3:35])[CH:40]=5)[N:31]=[CH:30][C:29]=4[CH:32]=[N:33]3)[N:21]=2)[CH2:2]1. (6) Given the reactants [C:1]1([C:7]2([C:10]3[S:11][CH:12]=[C:13]([C:15]4[CH:16]=[C:17]([CH:20]=[CH:21][CH:22]=4)[C:18]#N)[N:14]=3)[CH2:9][CH2:8]2)[CH:6]=[CH:5][CH:4]=[CH:3][CH:2]=1.C[OH:24], predict the reaction product. The product is: [C:1]1([C:7]2([C:10]3[S:11][CH:12]=[C:13]([C:15]4[CH:16]=[C:17]([CH2:18][OH:24])[CH:20]=[CH:21][CH:22]=4)[N:14]=3)[CH2:9][CH2:8]2)[CH:6]=[CH:5][CH:4]=[CH:3][CH:2]=1. (7) Given the reactants [CH:1]1[C:13]2[CH:12]([CH2:14][O:15][C:16]([N:18]3[CH2:23][C@@H:22]([C:24](=[O:47])[NH:25][CH2:26][C:27]4([CH2:41][O:42][CH2:43][CH2:44][O:45][CH3:46])[C:40]5[CH:39]=[CH:38][CH:37]=[CH:36][C:35]=5[O:34][C:33]5[C:28]4=[CH:29][CH:30]=[CH:31][CH:32]=5)[CH2:21][C@@H:20]([NH2:48])[CH2:19]3)=[O:17])[C:11]3[C:6](=[CH:7][CH:8]=[CH:9][CH:10]=3)[C:5]=2[CH:4]=[CH:3][CH:2]=1.[F:49][C:50]1[CH:55]=[CH:54][C:53]([S:56](Cl)(=[O:58])=[O:57])=[CH:52][CH:51]=1, predict the reaction product. The product is: [CH:1]1[C:13]2[CH:12]([CH2:14][O:15][C:16]([N:18]3[CH2:23][C@@H:22]([C:24](=[O:47])[NH:25][CH2:26][C:27]4([CH2:41][O:42][CH2:43][CH2:44][O:45][CH3:46])[C:40]5[CH:39]=[CH:38][CH:37]=[CH:36][C:35]=5[O:34][C:33]5[C:28]4=[CH:29][CH:30]=[CH:31][CH:32]=5)[CH2:21][C@@H:20]([NH:48][S:56]([C:53]4[CH:54]=[CH:55][C:50]([F:49])=[CH:51][CH:52]=4)(=[O:58])=[O:57])[CH2:19]3)=[O:17])[C:11]3[C:6](=[CH:7][CH:8]=[CH:9][CH:10]=3)[C:5]=2[CH:4]=[CH:3][CH:2]=1. (8) Given the reactants [F:1][CH:2]([F:25])[C:3]1[N:8]2[N:9]=[CH:10][C:11]([C:12](O)=[O:13])=[C:7]2[N:6]=[C:5]([C:15]2[CH:20]=[CH:19][C:18]([C:21]([F:24])([F:23])[F:22])=[CH:17][CH:16]=2)[CH:4]=1.[NH2:26][C:27]1[CH:36]=[CH:35][C:30]([C:31]([NH:33]O)=[NH:32])=[CH:29][N:28]=1, predict the reaction product. The product is: [F:25][CH:2]([F:1])[C:3]1[N:8]2[N:9]=[CH:10][C:11]([C:12]3[O:13][N:33]=[C:31]([C:30]4[CH:35]=[CH:36][C:27]([NH2:26])=[N:28][CH:29]=4)[N:32]=3)=[C:7]2[N:6]=[C:5]([C:15]2[CH:16]=[CH:17][C:18]([C:21]([F:22])([F:23])[F:24])=[CH:19][CH:20]=2)[CH:4]=1.